Task: Predict the reactants needed to synthesize the given product.. Dataset: Full USPTO retrosynthesis dataset with 1.9M reactions from patents (1976-2016) The reactants are: [CH:1]1([C:4]2[NH:8][C:7]3[CH:9]=[C:10]([C:17]4[C:18]([CH3:23])=[N:19][O:20][C:21]=4[CH3:22])[CH:11]=[C:12]([C:13]([O:15]C)=O)[C:6]=3[N:5]=2)[CH2:3][CH2:2]1.[CH:24]([Mg]Br)([CH3:26])[CH3:25].[CH2:29]1[CH2:33]OC[CH2:30]1. Given the product [CH:1]1([C:4]2[NH:8][C:7]3[CH:9]=[C:10]([C:17]4[C:18]([CH3:23])=[N:19][O:20][C:21]=4[CH3:22])[CH:11]=[C:12]([C:13]([OH:15])([CH2:30][CH2:29][CH3:33])[CH2:25][CH2:24][CH3:26])[C:6]=3[N:5]=2)[CH2:2][CH2:3]1, predict the reactants needed to synthesize it.